This data is from Reaction yield outcomes from USPTO patents with 853,638 reactions. The task is: Predict the reaction yield, written as a fraction of the theoretical maximum amount of product (1.0 means a 100% yield; for example, 0.34 means a 34% yield). (1) The product is [Cl:1][C:2]1[CH:7]=[C:6]([O:11][CH3:10])[CH:5]=[C:4]([Cl:9])[N:3]=1. The catalyst is CO. The yield is 0.610. The reactants are [Cl:1][C:2]1[CH:7]=[C:6](Cl)[CH:5]=[C:4]([Cl:9])[N:3]=1.[CH3:10][O-:11].[Na+]. (2) The reactants are [H-].[Al+3].[Li+].[H-].[H-].[H-].[N:7]1([C:13]2[CH:18]=[CH:17][C:16]([CH2:19][C:20](OC)=[O:21])=[C:15]([CH3:24])[CH:14]=2)[CH2:12][CH2:11][CH2:10][CH2:9][CH2:8]1.O.[OH-].[Na+]. The catalyst is O1CCCC1. The product is [N:7]1([C:13]2[CH:18]=[CH:17][C:16]([CH2:19][CH2:20][OH:21])=[C:15]([CH3:24])[CH:14]=2)[CH2:12][CH2:11][CH2:10][CH2:9][CH2:8]1. The yield is 0.880.